The task is: Predict the product of the given reaction.. This data is from Forward reaction prediction with 1.9M reactions from USPTO patents (1976-2016). Given the reactants [NH:1]1[C:9]2[C:4](=[CH:5][CH:6]=[CH:7][CH:8]=2)[C:3]([CH2:10][NH2:11])=[CH:2]1.[CH3:12][N:13]([CH3:28])[C:14]1([C:22]2[CH:27]=[CH:26][CH:25]=[CH:24][CH:23]=2)[CH2:19][CH2:18][CH:17]([CH:20]=O)[CH2:16][CH2:15]1.C(O[BH-](OC(=O)C)OC(=O)C)(=O)C.[Na+].[Cl:43]CCCl, predict the reaction product. The product is: [ClH:43].[ClH:43].[NH:1]1[C:9]2[C:4](=[CH:5][CH:6]=[CH:7][CH:8]=2)[C:3]([CH2:10][NH:11][CH2:20][CH:17]2[CH2:16][CH2:15][C:14]([N:13]([CH3:12])[CH3:28])([C:22]3[CH:23]=[CH:24][CH:25]=[CH:26][CH:27]=3)[CH2:19][CH2:18]2)=[CH:2]1.